From a dataset of Peptide-MHC class I binding affinity with 185,985 pairs from IEDB/IMGT. Regression. Given a peptide amino acid sequence and an MHC pseudo amino acid sequence, predict their binding affinity value. This is MHC class I binding data. (1) The peptide sequence is SQVRVPTVF. The MHC is HLA-A02:01 with pseudo-sequence HLA-A02:01. The binding affinity (normalized) is 0.0847. (2) The peptide sequence is KIKTNDINV. The MHC is HLA-A02:02 with pseudo-sequence HLA-A02:02. The binding affinity (normalized) is 0.239. (3) The peptide sequence is KPVDTSNSF. The MHC is HLA-B15:01 with pseudo-sequence HLA-B15:01. The binding affinity (normalized) is 0.169. (4) The peptide sequence is GGYKFFDYI. The MHC is H-2-Kb with pseudo-sequence H-2-Kb. The binding affinity (normalized) is 0.446. (5) The peptide sequence is RMYNPTNIL. The MHC is Mamu-A2201 with pseudo-sequence Mamu-A2201. The binding affinity (normalized) is 0.0510.